The task is: Predict the reactants needed to synthesize the given product.. This data is from Full USPTO retrosynthesis dataset with 1.9M reactions from patents (1976-2016). (1) The reactants are: Br[C:2]1[N:6]([S:7]([C:10]2[CH:11]=[N:12][CH:13]=[CH:14][CH:15]=2)(=[O:9])=[O:8])[CH:5]=[C:4]([CH2:16][N:17]([CH3:25])[C:18](=[O:24])[O:19][C:20]([CH3:23])([CH3:22])[CH3:21])[CH:3]=1.[Br:26][C:27]1[C:28](B(O)O)=[CH:29][S:30][CH:31]=1.C(=O)([O-])[O-].[Na+].[Na+]. Given the product [Br:26][C:27]1[C:28]([C:2]2[N:6]([S:7]([C:10]3[CH:11]=[N:12][CH:13]=[CH:14][CH:15]=3)(=[O:9])=[O:8])[CH:5]=[C:4]([CH2:16][N:17]([CH3:25])[C:18](=[O:24])[O:19][C:20]([CH3:23])([CH3:22])[CH3:21])[CH:3]=2)=[CH:29][S:30][CH:31]=1, predict the reactants needed to synthesize it. (2) Given the product [OH:26][C@@H:10]1[C:23]2[C:19](=[CH:23][CH:19]=[CH:20][CH:21]=2)[CH:20]=[CH:21][C@H:9]1[O:8][C:2](=[O:7])[CH2:3][C:4]([O:6][CH2:17][CH3:18])=[O:5], predict the reactants needed to synthesize it. The reactants are: [K+].[C:2]([O:8][CH2:9][CH3:10])(=[O:7])[CH2:3][C:4]([O-:6])=[O:5].Cl.C(N([CH2:17][CH3:18])CC)C.[CH2:19]1[CH2:23]O[CH2:21][CH2:20]1.[K+].[Br-].[OH2:26]. (3) Given the product [CH3:18][O:19][N:13]([CH3:16])[C:8]([C:4]1[CH:3]=[C:2]([Br:1])[CH:7]=[CH:6][N:5]=1)=[O:10], predict the reactants needed to synthesize it. The reactants are: [Br:1][C:2]1[CH:7]=[CH:6][N:5]=[C:4]([C:8]([OH:10])=O)[CH:3]=1.C([N:13]([CH2:16]C)CC)C.[C:18](C1NC=CN=1)(C1NC=CN=1)=[O:19]. (4) Given the product [Cl:1][C:2]1[C:3]2[C:10]([S:28][C:23]3[CH:24]=[CH:25][CH:26]=[CH:27][C:22]=3[O:21][CH3:20])=[CH:9][NH:8][C:4]=2[N:5]=[CH:6][N:7]=1, predict the reactants needed to synthesize it. The reactants are: [Cl:1][C:2]1[C:3]2[C:10](I)=[CH:9][N:8](COCC[Si](C)(C)C)[C:4]=2[N:5]=[CH:6][N:7]=1.[CH3:20][O:21][C:22]1[CH:27]=[CH:26][CH:25]=[CH:24][C:23]=1[SH:28].C(=O)([O-])[O-].[K+].[K+].